From a dataset of Forward reaction prediction with 1.9M reactions from USPTO patents (1976-2016). Predict the product of the given reaction. (1) The product is: [F:23][C:24]1[CH:25]=[CH:26][C:27]([C:28]([CH:30]2[CH2:31][CH2:32][N:33]([CH2:36][C:37]([N:10]([C@H:8]([C:5]3[CH:6]=[CH:7][C:2]([F:1])=[CH:3][CH:4]=3)[CH3:9])[CH2:11][C:12]3[NH:13][C:14](=[O:22])[C:15]4[CH2:21][O:20][CH2:19][CH2:18][C:16]=4[N:17]=3)=[O:38])[CH2:34][CH2:35]2)=[O:29])=[CH:40][CH:41]=1. Given the reactants [F:1][C:2]1[CH:7]=[CH:6][C:5]([C@@H:8]([NH:10][CH2:11][C:12]2[NH:13][C:14](=[O:22])[C:15]3[CH2:21][O:20][CH2:19][CH2:18][C:16]=3[N:17]=2)[CH3:9])=[CH:4][CH:3]=1.[F:23][C:24]1[CH:41]=[CH:40][C:27]([C:28]([CH:30]2[CH2:35][CH2:34][N:33]([CH2:36][C:37](O)=[O:38])[CH2:32][CH2:31]2)=[O:29])=[CH:26][CH:25]=1, predict the reaction product. (2) Given the reactants [CH3:1][C:2]1[N:10]([C:11]([C:13]2[CH:14]=[CH:15][C:16]([Cl:19])=[CH:17][CH:18]=2)=[O:12])[C:9]2[CH:8]=[CH:7][C:6]([O:20][CH3:21])=[CH:5][C:4]=2[C:3]=1[CH2:22][C:23]([OH:25])=O.C(N[CH:34]([NH2:38])[CH2:35][CH2:36][CH3:37])(OC(C)(C)C)=O.Cl.C([N:42]=C=NCCCN(C)C)C.ON1C2C=CC=CC=2N=N1.CN(C1C=CC=CN=1)C.CCN(C(C)C)C(C)C.Cl, predict the reaction product. The product is: [ClH:19].[NH2:42][CH2:37][CH2:36][CH2:35][CH2:34][NH:38][C:23](=[O:25])[CH2:22][C:3]1[C:4]2[C:9](=[CH:8][CH:7]=[C:6]([O:20][CH3:21])[CH:5]=2)[N:10]([C:11](=[O:12])[C:13]2[CH:14]=[CH:15][C:16]([Cl:19])=[CH:17][CH:18]=2)[C:2]=1[CH3:1]. (3) Given the reactants [I:1][C:2]1[CH:3]=[C:4]([CH:8]=[CH:9][CH:10]=1)[C:5](O)=[O:6].CC[N:13](C(C)C)C(C)C.C1C=CC2N(O)N=NC=2C=1.CCN=C=NCCCN(C)C.Cl.C(=O)([O-])[O-].[NH4+].[NH4+], predict the reaction product. The product is: [I:1][C:2]1[CH:3]=[C:4]([CH:8]=[CH:9][CH:10]=1)[C:5]([NH2:13])=[O:6].